Dataset: Catalyst prediction with 721,799 reactions and 888 catalyst types from USPTO. Task: Predict which catalyst facilitates the given reaction. (1) Reactant: [C:1]([C:5]1[CH:10]=[CH:9][C:8]([N:11]([CH2:17][CH2:18][C:19]([O:21]CC)=O)[C:12](=[O:16])[CH2:13][C:14]#[N:15])=[CH:7][CH:6]=1)([CH3:4])([CH3:3])[CH3:2]. Product: [C:1]([C:5]1[CH:6]=[CH:7][C:8]([N:11]2[CH2:17][CH2:18][C:19]([OH:21])=[C:13]([C:14]#[N:15])[C:12]2=[O:16])=[CH:9][CH:10]=1)([CH3:3])([CH3:4])[CH3:2]. The catalyst class is: 5. (2) Reactant: [CH2:1]([N:8]1[CH2:13][CH2:12][N:11]([C:14]([O:16][C:17]([CH3:20])([CH3:19])[CH3:18])=[O:15])[C@H:10]([CH2:21][C:22]2[CH:27]=[CH:26][CH:25]=[CH:24][C:23]=2Br)[CH2:9]1)[C:2]1[CH:7]=[CH:6][CH:5]=[CH:4][CH:3]=1.[Cl:29][C:30]1[CH:35]=[CH:34][CH:33]=[C:32]([Sn](CCCC)(CCCC)CCCC)[N:31]=1. Product: [CH2:1]([N:8]1[CH2:13][CH2:12][N:11]([C:14]([O:16][C:17]([CH3:20])([CH3:19])[CH3:18])=[O:15])[C@H:10]([CH:21]([C:32]2[CH:33]=[CH:34][CH:35]=[C:30]([Cl:29])[N:31]=2)[C:22]2[CH:27]=[CH:26][CH:25]=[CH:24][CH:23]=2)[CH2:9]1)[C:2]1[CH:7]=[CH:6][CH:5]=[CH:4][CH:3]=1. The catalyst class is: 206. (3) Reactant: [CH2:1](O)[CH2:2][CH2:3][CH2:4][CH2:5][CH2:6][CH2:7][CH2:8][CH2:9][CH2:10][CH2:11][CH2:12][CH2:13][CH2:14][CH2:15]C.[H][H]. Product: [CH3:15][CH2:14][CH2:13][CH2:12][CH2:11][CH2:10][CH2:9][CH2:8][CH2:7][CH2:6][CH2:5][CH2:4][CH2:3][CH2:2][CH3:1]. The catalyst class is: 181. (4) Product: [Br:4][C:5]1[CH:10]=[CH:9][C:8]([CH2:11][C:1]#[N:2])=[C:7]([CH3:13])[CH:6]=1. Reactant: [C-:1]#[N:2].[K+].[Br:4][C:5]1[CH:10]=[CH:9][C:8]([CH2:11]Br)=[C:7]([CH3:13])[CH:6]=1.O. The catalyst class is: 40. (5) The catalyst class is: 224. Reactant: [CH:1]([C:4]1[CH:10]=[CH:9][CH:8]=[C:7]([CH:11]([CH3:13])[CH3:12])[C:5]=1[NH2:6])([CH3:3])[CH3:2].C[Al](C)C.[CH3:18][O:19][C:20]1[CH:21]=[C:22]([C:32]#[N:33])[CH:23]=[C:24]([C:26]2[CH:31]=[CH:30][CH:29]=[CH:28][CH:27]=2)[CH:25]=1.C(Cl)Cl. Product: [CH:11]([C:7]1[CH:8]=[CH:9][CH:10]=[C:4]([CH:1]([CH3:3])[CH3:2])[C:5]=1[NH:6][C:32]([C:22]1[CH:23]=[C:24]([C:26]2[CH:31]=[CH:30][CH:29]=[CH:28][CH:27]=2)[CH:25]=[C:20]([O:19][CH3:18])[CH:21]=1)=[NH:33])([CH3:13])[CH3:12]. (6) Reactant: [C:1]([N:4]1[C:12]2[C:7](=[CH:8][CH:9]=[CH:10][CH:11]=2)[CH2:6][CH:5]1[C:13](=[N:15][OH:16])[NH2:14])(=[O:3])[CH3:2].[C:17](Cl)(=O)[CH2:18][CH2:19][CH3:20]. Product: [C:1]([N:4]1[C:12]2[C:7](=[CH:8][CH:9]=[CH:10][CH:11]=2)[CH2:6][CH:5]1[C:13]1[N:14]=[C:17]([CH2:18][CH2:19][CH3:20])[O:16][N:15]=1)(=[O:3])[CH3:2]. The catalyst class is: 17.